From a dataset of Reaction yield outcomes from USPTO patents with 853,638 reactions. Predict the reaction yield, written as a fraction of the theoretical maximum amount of product (1.0 means a 100% yield; for example, 0.34 means a 34% yield). (1) The reactants are F[C:2]1[CH:7]=[CH:6][CH:5]=[C:4]([F:8])[N:3]=1.[C:9](#[N:13])[CH:10]([CH3:12])[CH3:11].C[Si](C)(C)[N-][Si](C)(C)C.[Na+]. The catalyst is C1(C)C=CC=CC=1. The product is [F:8][C:4]1[N:3]=[C:2]([C:10]([CH3:12])([CH3:11])[C:9]#[N:13])[CH:7]=[CH:6][CH:5]=1. The yield is 0.560. (2) The reactants are [CH2:1]([C@@H:8]1[C@@H:16]([OH:17])[C@H:15]([CH3:18])[O:14][C:13](=[O:19])[C@@H](NC(=O)C2C(O)=C(OC)C=CN=2)COC1=O)[C:2]1[CH:7]=[CH:6][CH:5]=[CH:4][CH:3]=1. The catalyst is Cl. The product is [CH2:1]([C@@H:8]1[C@@H:16]([OH:17])[C@H:15]([CH3:18])[O:14][C:13]1=[O:19])[C:2]1[CH:3]=[CH:4][CH:5]=[CH:6][CH:7]=1. The yield is 0.700. (3) The reactants are [Cl:1][C:2]1[C:3]([F:31])=[C:4]([CH:8]2[C:12]([C:15]3[CH:20]=[CH:19][C:18]([Cl:21])=[CH:17][C:16]=3[F:22])([C:13]#[N:14])[CH:11]([CH2:23][C:24]([CH3:27])([CH3:26])[CH3:25])[NH:10][CH:9]2[C:28]([OH:30])=O)[CH:5]=[CH:6][CH:7]=1.[C:32](Cl)(=O)C(Cl)=O.C(N(CC)CC)C.[NH2:45][C:46]1[S:50][C:49]([C:51]([O-:53])=[O:52])=[CH:48][CH:47]=1. The catalyst is CN(C1C=CN=CC=1)C. The product is [CH3:32][O:52][C:51]([C:49]1[S:50][C:46]([NH:45][C:28]([C@H:9]2[C@H:8]([C:4]3[CH:5]=[CH:6][CH:7]=[C:2]([Cl:1])[C:3]=3[F:31])[C@:12]([C:15]3[CH:20]=[CH:19][C:18]([Cl:21])=[CH:17][C:16]=3[F:22])([C:13]#[N:14])[C@H:11]([CH2:23][C:24]([CH3:26])([CH3:27])[CH3:25])[NH:10]2)=[O:30])=[CH:47][CH:48]=1)=[O:53]. The yield is 0.280. (4) The reactants are [Cl:1][C:2]1[CH:7]=[CH:6][CH:5]=[C:4]([N+:8]([O-])=O)[C:3]=1[NH:11][CH2:12][CH2:13][OH:14].[O-]S(S([O-])=O)=O.[Na+].[Na+]. The catalyst is CO.O. The product is [Cl:1][C:2]1[CH:7]=[CH:6][CH:5]=[C:4]([NH2:8])[C:3]=1[NH:11][CH2:12][CH2:13][OH:14]. The yield is 0.700. (5) The reactants are [F:1][C:2]1[CH:24]=[CH:23][C:5]([CH:6]=[C:7]2[CH2:16][CH2:15][C:14]3[CH:13]=[C:12]([C:17]([O:19]CC)=[O:18])[CH:11]=[CH:10][C:9]=3[C:8]2=O)=[CH:4][CH:3]=1.[NH:25]([C:27]1[CH:28]=[C:29]2[C:34](=[CH:35][CH:36]=1)[C:33](=[O:37])[NH:32][CH2:31][CH2:30]2)[NH2:26].C(O)C.[O-]CC.[Na+]. The catalyst is CN(C)C=O. The product is [F:1][C:2]1[CH:24]=[CH:23][C:5]([CH:6]2[CH:7]3[C:8]([C:9]4[CH:10]=[CH:11][C:12]([C:17]([OH:19])=[O:18])=[CH:13][C:14]=4[CH2:15][CH2:16]3)=[N:26][N:25]2[C:27]2[CH:28]=[C:29]3[C:34](=[CH:35][CH:36]=2)[C:33](=[O:37])[NH:32][CH2:31][CH2:30]3)=[CH:4][CH:3]=1. The yield is 0.630. (6) The reactants are [Cl:1][C:2]1[CH:9]=[CH:8][C:5]([C:6]#[N:7])=[C:4]([O:10][C:11]2[CH:16]=[CH:15][CH:14]=[C:13]([CH:17]=O)[C:12]=2[O:19][CH2:20][CH2:21][F:22])[CH:3]=1.CN.[C:25]([BH3-])#[N:26].[Na+].[C:29]([OH:36])(=[O:35])/[CH:30]=[CH:31]/[C:32]([OH:34])=[O:33]. The catalyst is C(O)(=O)C.CO. The product is [C:29]([OH:36])(=[O:35])/[CH:30]=[CH:31]/[C:32]([OH:34])=[O:33].[Cl:1][C:2]1[CH:9]=[CH:8][C:5]([C:6]#[N:7])=[C:4]([O:10][C:11]2[CH:16]=[CH:15][CH:14]=[C:13]([CH2:17][NH:26][CH3:25])[C:12]=2[O:19][CH2:20][CH2:21][F:22])[CH:3]=1. The yield is 0.400. (7) The reactants are [CH3:1][C:2]([CH3:12])([CH:4]([OH:11])[CH2:5][CH2:6][CH2:7][CH2:8][CH2:9][CH3:10])[CH3:3].CCOCC.[Cr](Cl)([O-])(=O)=O.[NH+]1C=CC=CC=1. The catalyst is C(Cl)Cl. The product is [CH3:12][C:2]([CH3:3])([C:4](=[O:11])[CH2:5][CH2:6][CH2:7][CH2:8][CH2:9][CH3:10])[CH3:1]. The yield is 0.670. (8) The reactants are [Cl:1][C:2]1[CH:7]=[C:6]2[NH:8][C:9](=[O:45])[C@@:10]3([C@H:14]([CH2:15][C@H:16]([CH3:21])[C:17]([F:20])([F:19])[F:18])[NH:13][C@@H:12]([C:22]([NH:24][C:25]4[CH:34]=[CH:33][C:28]([C:29]([O:31]C)=[O:30])=[CH:27][C:26]=4[O:35][CH3:36])=[O:23])[C@@H:11]3[C:37]3[CH:42]=[CH:41][CH:40]=[C:39]([Cl:43])[C:38]=3[F:44])[C:5]2=[CH:4][CH:3]=1.O.[OH-].[Na+]. The catalyst is C1COCC1. The product is [Cl:1][C:2]1[CH:7]=[C:6]2[NH:8][C:9](=[O:45])[C@@:10]3([C@H:14]([CH2:15][C@H:16]([CH3:21])[C:17]([F:18])([F:19])[F:20])[NH:13][C@@H:12]([C:22]([NH:24][C:25]4[CH:34]=[CH:33][C:28]([C:29]([OH:31])=[O:30])=[CH:27][C:26]=4[O:35][CH3:36])=[O:23])[C@@H:11]3[C:37]3[CH:42]=[CH:41][CH:40]=[C:39]([Cl:43])[C:38]=3[F:44])[C:5]2=[CH:4][CH:3]=1. The yield is 1.00. (9) The reactants are [Br:1][C:2]1[CH:7]=[CH:6][C:5]([NH2:8])=[C:4]([C:9]([F:12])([F:11])[F:10])[CH:3]=1.[H-].[Na+].Br[CH2:16][CH2:17][CH2:18][CH2:19]Br. No catalyst specified. The product is [Br:1][C:2]1[CH:7]=[CH:6][C:5]([N:8]2[CH2:19][CH2:18][CH2:17][CH2:16]2)=[C:4]([C:9]([F:10])([F:11])[F:12])[CH:3]=1. The yield is 0.170. (10) The reactants are [C:1]([C:5]1[CH:10]=[CH:9][CH:8]=[CH:7][C:6]=1[NH2:11])([CH3:4])([CH3:3])[CH3:2].[N+:12]([O-])([O-:14])=[O:13].[K+]. The catalyst is S(=O)(=O)(O)O. The product is [C:1]([C:5]1[CH:10]=[CH:9][C:8]([N+:12]([O-:14])=[O:13])=[CH:7][C:6]=1[NH2:11])([CH3:4])([CH3:2])[CH3:3]. The yield is 0.640.